Dataset: Peptide-MHC class I binding affinity with 185,985 pairs from IEDB/IMGT. Task: Regression. Given a peptide amino acid sequence and an MHC pseudo amino acid sequence, predict their binding affinity value. This is MHC class I binding data. (1) The peptide sequence is QAFEAGIDF. The MHC is HLA-A69:01 with pseudo-sequence HLA-A69:01. The binding affinity (normalized) is 0.0847. (2) The peptide sequence is VSIILANERY. The MHC is HLA-A11:01 with pseudo-sequence HLA-A11:01. The binding affinity (normalized) is 0.329. (3) The peptide sequence is MQSPKKTGML. The MHC is Mamu-A07 with pseudo-sequence Mamu-A07. The binding affinity (normalized) is 0. (4) The peptide sequence is PWLTEKEAM. The MHC is HLA-A02:01 with pseudo-sequence HLA-A02:01. The binding affinity (normalized) is 0. (5) The peptide sequence is IYTDEVYDY. The MHC is HLA-A02:06 with pseudo-sequence HLA-A02:06. The binding affinity (normalized) is 0.0847. (6) The peptide sequence is KLLPVHYYM. The MHC is HLA-A26:01 with pseudo-sequence HLA-A26:01. The binding affinity (normalized) is 0.0847.